From a dataset of Peptide-MHC class II binding affinity with 134,281 pairs from IEDB. Regression. Given a peptide amino acid sequence and an MHC pseudo amino acid sequence, predict their binding affinity value. This is MHC class II binding data. (1) The peptide sequence is VTFKNAHAKKPEVVV. The MHC is DRB1_0405 with pseudo-sequence DRB1_0405. The binding affinity (normalized) is 0.163. (2) The peptide sequence is NYPIVQNLQGQMVHQAISPR. The MHC is DRB1_1201 with pseudo-sequence DRB1_1201. The binding affinity (normalized) is 0.351. (3) The peptide sequence is IYECKGVTVKDVTIT. The MHC is HLA-DQA10101-DQB10501 with pseudo-sequence HLA-DQA10101-DQB10501. The binding affinity (normalized) is 0.323. (4) The peptide sequence is MLFRILSLNLIKIK. The MHC is DRB1_0405 with pseudo-sequence DRB1_0405. The binding affinity (normalized) is 0.638.